Predict which catalyst facilitates the given reaction. From a dataset of Catalyst prediction with 721,799 reactions and 888 catalyst types from USPTO. (1) Reactant: Cl[CH2:2][C:3]1[CH:4]=[C:5]([CH:41]=[CH:42][CH:43]=1)[C:6]([NH:8][C:9]1[CH:14]=[CH:13][C:12]([N:15]2[CH2:20][CH2:19][CH2:18][CH2:17][CH2:16]2)=[CH:11][C:10]=1[C:21]1[CH:22]=[C:23]([CH:38]=[CH:39][N:40]=1)[C:24]([NH:26][CH2:27][C:28]1[CH:33]=[CH:32][CH:31]=[C:30]([C:34]([F:37])([F:36])[F:35])[CH:29]=1)=[O:25])=[O:7].[CH3:44][O:45][CH2:46][CH2:47][NH:48][C:49]([C@H:51]1[CH2:56][CH2:55][CH2:54][NH:53][CH2:52]1)=[O:50].C([O-])([O-])=O.[K+].[K+]. Product: [CH3:44][O:45][CH2:46][CH2:47][NH:48][C:49]([C@H:51]1[CH2:56][CH2:55][CH2:54][N:53]([CH2:2][C:3]2[CH:4]=[C:5]([CH:41]=[CH:42][CH:43]=2)[C:6]([NH:8][C:9]2[CH:14]=[CH:13][C:12]([N:15]3[CH2:20][CH2:19][CH2:18][CH2:17][CH2:16]3)=[CH:11][C:10]=2[C:21]2[CH:22]=[C:23]([CH:38]=[CH:39][N:40]=2)[C:24]([NH:26][CH2:27][C:28]2[CH:33]=[CH:32][CH:31]=[C:30]([C:34]([F:37])([F:36])[F:35])[CH:29]=2)=[O:25])=[O:7])[CH2:52]1)=[O:50]. The catalyst class is: 3. (2) Reactant: [Br:1][C:2]1[C:3]([S:8]([CH:11]2[CH2:15][CH2:14][N:13](C(OC(C)(C)C)=O)[CH2:12]2)(=[O:10])=[O:9])=[N:4][CH:5]=[CH:6][CH:7]=1.Cl. Product: [Br:1][C:2]1[C:3]([S:8]([CH:11]2[CH2:15][CH2:14][NH:13][CH2:12]2)(=[O:9])=[O:10])=[N:4][CH:5]=[CH:6][CH:7]=1. The catalyst class is: 2. (3) Reactant: [I:1][C:2]1[C:6]2[C:7]([O:11][CH3:12])=[N:8][CH:9]=[CH:10][C:5]=2[NH:4][CH:3]=1.[H-].[Na+].CC1C=CC(S(O[CH:26]2[CH2:31][CH2:30][O:29][CH2:28][CH2:27]2)(=O)=O)=CC=1. Product: [I:1][C:2]1[C:6]2[C:7]([O:11][CH3:12])=[N:8][CH:9]=[CH:10][C:5]=2[N:4]([CH:26]2[CH2:31][CH2:30][O:29][CH2:28][CH2:27]2)[CH:3]=1. The catalyst class is: 3. (4) Reactant: [F:1][C:2]1([F:9])[CH2:5][C:4]([CH2:7][OH:8])([CH3:6])[CH2:3]1.[CH3:10][S:11](Cl)(=[O:13])=[O:12]. Product: [CH3:10][S:11]([O:8][CH2:7][C:4]1([CH3:6])[CH2:5][C:2]([F:9])([F:1])[CH2:3]1)(=[O:13])=[O:12]. The catalyst class is: 2. (5) Reactant: [F:1][C:2]([F:37])([CH2:12][N:13]1[C:17]([C:18]2[CH:23]=[CH:22][C:21]([F:24])=[CH:20][CH:19]=2)=[C:16]([C:25]2[CH:26]=[CH:27][C:28]3[O:33][CH2:32][C:31](=[O:34])[NH:30][C:29]=3[CH:35]=2)[C:15]([CH3:36])=[N:14]1)[CH2:3][O:4][C:5](=[O:11])[CH2:6][CH2:7][C:8]([OH:10])=[O:9].C(O)C.[OH-].[Na+:42]. Product: [F:37][C:2]([F:1])([CH2:12][N:13]1[C:17]([C:18]2[CH:19]=[CH:20][C:21]([F:24])=[CH:22][CH:23]=2)=[C:16]([C:25]2[CH:26]=[CH:27][C:28]3[O:33][CH2:32][C:31](=[O:34])[NH:30][C:29]=3[CH:35]=2)[C:15]([CH3:36])=[N:14]1)[CH2:3][O:4][C:5](=[O:11])[CH2:6][CH2:7][C:8]([O-:10])=[O:9].[Na+:42]. The catalyst class is: 1.